From a dataset of Reaction yield outcomes from USPTO patents with 853,638 reactions. Predict the reaction yield, written as a fraction of the theoretical maximum amount of product (1.0 means a 100% yield; for example, 0.34 means a 34% yield). (1) The reactants are [CH:1]1([CH:7](O)[C:8]2[CH:9]=[C:10]([C:15]3(O)[CH2:20][CH2:19][S:18][CH2:17][CH2:16]3)[S:11][C:12]=2[CH2:13][CH3:14])[CH2:6][CH2:5][CH2:4][CH2:3][CH2:2]1.S(Cl)([Cl:25])=O.C(=O)([O-])O.[Na+]. The catalyst is C1(C)C=CC=CC=1. The product is [Cl:25][CH:7]([CH:1]1[CH2:6][CH2:5][CH2:4][CH2:3][CH2:2]1)[C:8]1[CH:9]=[C:10]([C:15]2[CH2:20][CH2:19][S:18][CH2:17][CH:16]=2)[S:11][C:12]=1[CH2:13][CH3:14]. The yield is 0.920. (2) The reactants are [CH3:1][C:2]1[CH:7]=[C:6]([N+:8]([O-])=O)[CH:5]=[CH:4][C:3]=1[N:11]1[CH2:16][CH2:15][CH2:14][CH2:13][CH2:12]1.[H][H]. The catalyst is C(OCC)(=O)C.[Pd]. The product is [CH3:1][C:2]1[CH:7]=[C:6]([CH:5]=[CH:4][C:3]=1[N:11]1[CH2:16][CH2:15][CH2:14][CH2:13][CH2:12]1)[NH2:8]. The yield is 0.940. (3) The reactants are [Si]([O:8][CH2:9][CH2:10][NH:11][C@H:12]1[C:20]2[C:15](=[C:16]([C:21]3[S:25][C:24]([C:26]4[CH:27]=[CH:28][C:29]([O:34][CH:35]([CH3:37])[CH3:36])=[C:30]([CH:33]=4)[C:31]#[N:32])=[N:23][N:22]=3)[CH:17]=[CH:18][CH:19]=2)[CH2:14][CH2:13]1)(C(C)(C)C)(C)C.Cl. The catalyst is O1CCOCC1. The product is [OH:8][CH2:9][CH2:10][NH:11][C@H:12]1[C:20]2[C:15](=[C:16]([C:21]3[S:25][C:24]([C:26]4[CH:27]=[CH:28][C:29]([O:34][CH:35]([CH3:37])[CH3:36])=[C:30]([CH:33]=4)[C:31]#[N:32])=[N:23][N:22]=3)[CH:17]=[CH:18][CH:19]=2)[CH2:14][CH2:13]1. The yield is 0.900. (4) The reactants are [CH:1]1([C:4]([NH:6][C:7]2[CH:12]=[C:11]([O:13][C:14]3[CH:19]=[CH:18][C:17]([NH:20][C:21](=[O:29])OC4C=CC=CC=4)=[CH:16][C:15]=3[F:30])[CH:10]=[CH:9][N:8]=2)=[O:5])[CH2:3][CH2:2]1.[NH2:31][C:32]1[CH:33]=[C:34]([CH:42]([N:44]2[CH2:49][CH2:48][N:47]([C:50]([O:52][C:53]([CH3:56])([CH3:55])[CH3:54])=[O:51])[CH2:46][CH2:45]2)[CH3:43])[CH:35]=[C:36]([C:38]([F:41])([F:40])[F:39])[CH:37]=1.CCN(C(C)C)C(C)C. The catalyst is C1COCC1. The product is [CH:1]1([C:4]([NH:6][C:7]2[CH:12]=[C:11]([O:13][C:14]3[CH:19]=[CH:18][C:17]([NH:20][C:21]([NH:31][C:32]4[CH:33]=[C:34]([CH:42]([N:44]5[CH2:49][CH2:48][N:47]([C:50]([O:52][C:53]([CH3:54])([CH3:56])[CH3:55])=[O:51])[CH2:46][CH2:45]5)[CH3:43])[CH:35]=[C:36]([C:38]([F:40])([F:41])[F:39])[CH:37]=4)=[O:29])=[CH:16][C:15]=3[F:30])[CH:10]=[CH:9][N:8]=2)=[O:5])[CH2:2][CH2:3]1. The yield is 0.756. (5) The reactants are [Br:1][C:2]1[CH:7]=[CH:6][C:5]([OH:8])=[CH:4][CH:3]=1.[O:9]1[CH2:14][CH2:13][CH2:12][CH2:11][CH:10]1[O:15][C@@H:16]1[CH2:21][CH2:20][C@H:19]([CH2:22]O)[CH2:18][CH2:17]1.C1(P(C2C=CC=CC=2)C2C=CC=CC=2)C=CC=CC=1.C(N(CC)CC)C.CC(OC(/N=N/C(OC(C)C)=O)=O)C. The catalyst is C1COCC1. The product is [Br:1][C:2]1[CH:7]=[CH:6][C:5]([O:8][CH2:22][C@@H:19]2[CH2:18][CH2:17][C@H:16]([O:15][CH:10]3[CH2:11][CH2:12][CH2:13][CH2:14][O:9]3)[CH2:21][CH2:20]2)=[CH:4][CH:3]=1. The yield is 0.480. (6) The reactants are [Cl:1][C:2]1[CH:3]=[CH:4][CH:5]=[C:6]2[C:11]=1[N:10]=[C:9]([S:12][CH2:13][CH3:14])[CH:8]=[C:7]2[OH:15].C(=O)([O-])[O-].[Cs+].[Cs+].[CH3:22][O:23][C:24]1[CH:31]=[CH:30][C:27]([CH2:28]Cl)=[CH:26][CH:25]=1. The catalyst is CN(C)C=O.C(OCC)(=O)C. The product is [Cl:1][C:2]1[CH:3]=[CH:4][CH:5]=[C:6]2[C:11]=1[N:10]=[C:9]([S:12][CH2:13][CH3:14])[CH:8]=[C:7]2[O:15][CH2:28][C:27]1[CH:30]=[CH:31][C:24]([O:23][CH3:22])=[CH:25][CH:26]=1. The yield is 0.670. (7) The reactants are [CH3:1][C:2]1[C:6]([CH2:7][N:8]2[CH:12]=[C:11]([N:13]3[C:17](=[O:18])[CH2:16][NH:15][C:14]3=[O:19])[CH:10]=[N:9]2)=[C:5]([CH3:20])[O:4][N:3]=1.Cl.[CH3:22][O:23][C:24]1[C:25]([CH2:32]Cl)=[N:26][CH:27]=[CH:28][C:29]=1[O:30][CH3:31]. No catalyst specified. The product is [CH3:22][O:23][C:24]1[C:25]([CH2:32][N:15]2[CH2:16][C:17](=[O:18])[N:13]([C:11]3[CH:10]=[N:9][N:8]([CH2:7][C:6]4[C:2]([CH3:1])=[N:3][O:4][C:5]=4[CH3:20])[CH:12]=3)[C:14]2=[O:19])=[N:26][CH:27]=[CH:28][C:29]=1[O:30][CH3:31]. The yield is 0.260.